Task: Regression. Given a peptide amino acid sequence and an MHC pseudo amino acid sequence, predict their binding affinity value. This is MHC class I binding data.. Dataset: Peptide-MHC class I binding affinity with 185,985 pairs from IEDB/IMGT (1) The peptide sequence is RTHQYSEKGK. The MHC is HLA-A11:01 with pseudo-sequence HLA-A11:01. The binding affinity (normalized) is 0.203. (2) The peptide sequence is DFFITSKDL. The MHC is H-2-Kd with pseudo-sequence H-2-Kd. The binding affinity (normalized) is 0.